This data is from Catalyst prediction with 721,799 reactions and 888 catalyst types from USPTO. The task is: Predict which catalyst facilitates the given reaction. Product: [CH3:8][C:6]1[CH:5]=[CH:4][C:3]([N+:9]([O-:11])=[O:10])=[C:2]([S:13]([OH:15])(=[O:14])=[O:12])[CH:7]=1. The catalyst class is: 14. Reactant: F[C:2]1[CH:7]=[C:6]([CH3:8])[CH:5]=[CH:4][C:3]=1[N+:9]([O-:11])=[O:10].[O-:12][S:13]([O-:15])=[O:14].[Na+].[Na+].O.